Dataset: Catalyst prediction with 721,799 reactions and 888 catalyst types from USPTO. Task: Predict which catalyst facilitates the given reaction. (1) Reactant: S([N:11]1[C:15]2[N:16]=[CH:17][C:18]3[N:19]([C:20]([C:23]45[CH2:30][CH2:29][C:26]([NH:31][S:32]([CH:35]6[CH2:37][CH2:36]6)(=[O:34])=[O:33])([CH2:27][CH2:28]4)[CH2:25][CH2:24]5)=[N:21][CH:22]=3)[C:14]=2[CH:13]=[CH:12]1)(C1C=CC(C)=CC=1)(=O)=O.[OH-].[Na+].CCOC(C)=O.[NH4+].[Cl-]. Product: [C:20]1([C:23]23[CH2:24][CH2:25][C:26]([NH:31][S:32]([CH:35]4[CH2:37][CH2:36]4)(=[O:33])=[O:34])([CH2:27][CH2:28]2)[CH2:29][CH2:30]3)[N:19]2[C:14]3[CH:13]=[CH:12][NH:11][C:15]=3[N:16]=[CH:17][C:18]2=[CH:22][N:21]=1. The catalyst class is: 12. (2) Reactant: [CH2:1]([O:8][N:9]1[C:18](=[O:19])[C:17]2[C:12](=[CH:13][C:14](Cl)=[C:15]([F:20])[CH:16]=2)[N:11]([CH:22]2[CH2:24][CH2:23]2)[C:10]1=[O:25])[C:2]1[CH:7]=[CH:6][CH:5]=[CH:4][CH:3]=1.[NH:26]1[CH2:30][CH2:29][CH2:28][CH2:27]1. Product: [CH2:1]([O:8][N:9]1[C:18](=[O:19])[C:17]2[C:12](=[CH:13][C:14]([N:26]3[CH2:30][CH2:29][CH2:28][CH2:27]3)=[C:15]([F:20])[CH:16]=2)[N:11]([CH:22]2[CH2:24][CH2:23]2)[C:10]1=[O:25])[C:2]1[CH:7]=[CH:6][CH:5]=[CH:4][CH:3]=1. The catalyst class is: 517.